Dataset: Peptide-MHC class I binding affinity with 185,985 pairs from IEDB/IMGT. Task: Regression. Given a peptide amino acid sequence and an MHC pseudo amino acid sequence, predict their binding affinity value. This is MHC class I binding data. (1) The peptide sequence is GRGQILLGK. The MHC is HLA-B35:01 with pseudo-sequence HLA-B35:01. The binding affinity (normalized) is 0.0847. (2) The peptide sequence is ILCYFILIF. The MHC is HLA-A32:01 with pseudo-sequence HLA-A32:01. The binding affinity (normalized) is 0.135. (3) The peptide sequence is TILATLNTLI. The MHC is HLA-A02:02 with pseudo-sequence HLA-A02:02. The binding affinity (normalized) is 0.660. (4) The peptide sequence is YVYFYDLSY. The MHC is HLA-B08:03 with pseudo-sequence HLA-B08:03. The binding affinity (normalized) is 0.0847.